Dataset: Full USPTO retrosynthesis dataset with 1.9M reactions from patents (1976-2016). Task: Predict the reactants needed to synthesize the given product. (1) Given the product [Cl:22][C:13]1[CH:14]=[C:15]([S:18]([CH3:21])(=[O:20])=[O:19])[CH:16]=[CH:17][C:12]=1[CH2:11][CH:5]([C:4](=[O:9])[CH3:3])[C:6](=[O:8])[CH3:7], predict the reactants needed to synthesize it. The reactants are: [H-].[Na+].[CH3:3][C:4](=[O:9])[CH2:5][C:6](=[O:8])[CH3:7].Br[CH2:11][C:12]1[CH:17]=[CH:16][C:15]([S:18]([CH3:21])(=[O:20])=[O:19])=[CH:14][C:13]=1[Cl:22]. (2) Given the product [N+:32]([C:25]1[C:26]2[C:31](=[CH:30][CH:29]=[CH:28][CH:27]=2)[C:22]([O:3][CH:4]([CH3:20])[CH2:5][C:6]2[CH:11]=[CH:10][N:9]=[C:8]([NH:12][C:13](=[O:19])[O:14][C:15]([CH3:16])([CH3:18])[CH3:17])[CH:7]=2)=[CH:23][CH:24]=1)([O-:34])=[O:33], predict the reactants needed to synthesize it. The reactants are: [H-].[Na+].[OH:3][CH:4]([CH3:20])[CH2:5][C:6]1[CH:11]=[CH:10][N:9]=[C:8]([NH:12][C:13](=[O:19])[O:14][C:15]([CH3:18])([CH3:17])[CH3:16])[CH:7]=1.F[C:22]1[C:31]2[C:26](=[CH:27][CH:28]=[CH:29][CH:30]=2)[C:25]([N+:32]([O-:34])=[O:33])=[CH:24][CH:23]=1.[NH4+].[Cl-]. (3) Given the product [CH3:21][O:20][CH2:19][CH2:18][O:1][C@@H:2]1[CH2:7][CH2:6][CH2:5][N:4]([C:8]([O:10][C:11]([CH3:14])([CH3:13])[CH3:12])=[O:9])[CH2:3]1, predict the reactants needed to synthesize it. The reactants are: [OH:1][C@@H:2]1[CH2:7][CH2:6][CH2:5][N:4]([C:8]([O:10][C:11]([CH3:14])([CH3:13])[CH3:12])=[O:9])[CH2:3]1.[H-].[Na+].Br[CH2:18][CH2:19][O:20][CH3:21]. (4) Given the product [CH2:3]=[C:8]1[CH2:13][CH2:12][N:11]([C:14]([O:16][C:17]([CH3:20])([CH3:19])[CH3:18])=[O:15])[CH2:10][CH2:9]1, predict the reactants needed to synthesize it. The reactants are: [H-].[Na+].[CH3:3]S(C)=O.O=[C:8]1[CH2:13][CH2:12][N:11]([C:14]([O:16][C:17]([CH3:20])([CH3:19])[CH3:18])=[O:15])[CH2:10][CH2:9]1.O. (5) Given the product [CH3:1][O:2][C:3]1[CH:11]=[CH:10][C:6]([C:7]([Cl:18])=[O:8])=[C:5]([N+:12]([O-:14])=[O:13])[CH:4]=1, predict the reactants needed to synthesize it. The reactants are: [CH3:1][O:2][C:3]1[CH:11]=[CH:10][C:6]([C:7](O)=[O:8])=[C:5]([N+:12]([O-:14])=[O:13])[CH:4]=1.C(Cl)(=O)C([Cl:18])=O.